From a dataset of Reaction yield outcomes from USPTO patents with 853,638 reactions. Predict the reaction yield, written as a fraction of the theoretical maximum amount of product (1.0 means a 100% yield; for example, 0.34 means a 34% yield). (1) The reactants are [CH2:1]([N:3]([C:12]1[CH:13]=[CH:14][C:15]([CH3:28])=[C:16]2[C:20]=1[NH:19][C:18]([C:21]1[S:22][C:23]([CH:26]=[O:27])=[CH:24][N:25]=1)=[CH:17]2)[S:4]([C:7]1[S:8][CH:9]=[CH:10][CH:11]=1)(=[O:6])=[O:5])[CH3:2].O1CCC[CH2:30]1.CCOCC.C[Mg]Br. The catalyst is C(OCC)(=O)C. The product is [CH2:1]([N:3]([C:12]1[CH:13]=[CH:14][C:15]([CH3:28])=[C:16]2[C:20]=1[NH:19][C:18]([C:21]1[S:22][C:23]([CH:26]([OH:27])[CH3:30])=[CH:24][N:25]=1)=[CH:17]2)[S:4]([C:7]1[S:8][CH:9]=[CH:10][CH:11]=1)(=[O:5])=[O:6])[CH3:2]. The yield is 0.650. (2) The reactants are C([O:8][C:9]1[CH:10]=[C:11]([C:17]2([C:20]([NH:22][C:23]3[CH:28]=[CH:27][CH:26]=[C:25]([C:29]4[CH:34]=[CH:33][C:32]([S:35]([N:38]5[CH2:42][CH2:41][CH2:40][C@@H:39]5[CH2:43][OH:44])(=[O:37])=[O:36])=[CH:31][CH:30]=4)[N:24]=3)=[O:21])[CH2:19][CH2:18]2)[CH:12]=[CH:13][C:14]=1[O:15][CH3:16])C1C=CC=CC=1.[H][H]. The catalyst is C(O)C.[Pd]. The product is [OH:8][C:9]1[CH:10]=[C:11]([C:17]2([C:20]([NH:22][C:23]3[CH:28]=[CH:27][CH:26]=[C:25]([C:29]4[CH:34]=[CH:33][C:32]([S:35]([N:38]5[CH2:42][CH2:41][CH2:40][C@@H:39]5[CH2:43][OH:44])(=[O:37])=[O:36])=[CH:31][CH:30]=4)[N:24]=3)=[O:21])[CH2:18][CH2:19]2)[CH:12]=[CH:13][C:14]=1[O:15][CH3:16]. The yield is 0.340. (3) The reactants are C1CCCCC=1.C([N:14]1[CH2:19][CH2:18][N:17]([CH:20]([CH3:23])[CH2:21][OH:22])[CH2:16][CH2:15]1)C1C=CC=CC=1. The catalyst is C(O)C.[OH-].[Pd+2].[OH-]. The product is [N:17]1([CH:20]([CH3:23])[CH2:21][OH:22])[CH2:18][CH2:19][NH:14][CH2:15][CH2:16]1. The yield is 1.00.